From a dataset of Full USPTO retrosynthesis dataset with 1.9M reactions from patents (1976-2016). Predict the reactants needed to synthesize the given product. (1) Given the product [NH2:24][C:15]1[CH:16]=[CH:17][C:18]([S:20]([CH3:23])(=[O:22])=[O:21])=[CH:19][C:14]=1[NH:13][C@@H:10]1[CH2:9][CH2:8][C@H:7]([C:5]([NH:4][CH:1]([CH3:3])[CH3:2])=[O:6])[CH2:12][CH2:11]1, predict the reactants needed to synthesize it. The reactants are: [CH:1]([NH:4][C:5]([C@H:7]1[CH2:12][CH2:11][C@@H:10]([NH:13][C:14]2[CH:19]=[C:18]([S:20]([CH3:23])(=[O:22])=[O:21])[CH:17]=[CH:16][C:15]=2[N+:24]([O-])=O)[CH2:9][CH2:8]1)=[O:6])([CH3:3])[CH3:2].C([O-])=O.[NH4+].C(Cl)Cl. (2) Given the product [Cl:23][C:24]1[C:29]([O:30][CH3:31])=[CH:28][C:27]([O:32][CH3:33])=[C:26]([Cl:34])[C:25]=1[C:35]1[C:46](=[O:47])[N:45]([CH2:2][CH2:3][N:4]([CH3:16])[CH:5]2[CH2:8][N:7]([C:9]([O:11][C:12]([CH3:15])([CH3:14])[CH3:13])=[O:10])[CH2:6]2)[C:38]2[N:39]=[C:40]([S:43][CH3:44])[N:41]=[CH:42][C:37]=2[CH:36]=1, predict the reactants needed to synthesize it. The reactants are: I[CH2:2][CH2:3][N:4]([CH3:16])[CH:5]1[CH2:8][N:7]([C:9]([O:11][C:12]([CH3:15])([CH3:14])[CH3:13])=[O:10])[CH2:6]1.C([O-])([O-])=O.[K+].[K+].[Cl:23][C:24]1[C:29]([O:30][CH3:31])=[CH:28][C:27]([O:32][CH3:33])=[C:26]([Cl:34])[C:25]=1[C:35]1[C:46](=[O:47])[NH:45][C:38]2[N:39]=[C:40]([S:43][CH3:44])[N:41]=[CH:42][C:37]=2[CH:36]=1. (3) Given the product [CH2:1]([O:5][C:6]1[C:15]2[C:10](=[CH:11][CH:12]=[C:13](/[CH:16]=[C:17]3/[C:18](=[O:24])[N:19]=[C:20]([NH:30][CH:27]4[CH2:29][CH2:28]4)[S:21]/3)[CH:14]=2)[N:26]=[CH:25][C:7]=1[C:8]#[N:34])[CH2:2][CH2:3][CH3:4], predict the reactants needed to synthesize it. The reactants are: [CH2:1]([O:5][C:6]1[C:15]2[C:10](=[CH:11][CH:12]=[C:13]([CH:16]=[C:17]3[S:21][C:20](SC)=[N:19][C:18]3=[O:24])[CH:14]=2)C=[CH:8][C:7]=1[C:25]#[N:26])[CH2:2][CH2:3][CH3:4].[CH:27]1([NH2:30])[CH2:29][CH2:28]1.C([N:34](C(C)C)CC)(C)C.